This data is from Full USPTO retrosynthesis dataset with 1.9M reactions from patents (1976-2016). The task is: Predict the reactants needed to synthesize the given product. Given the product [O:8]1[C:12]2[CH:13]=[CH:14][C:15]([NH:17][C:18]3[CH:30]=[C:29]([C:31]4[CH:36]=[CH:35][CH:34]=[C:33]([OH:37])[CH:32]=4)[CH:28]=[CH:27][C:19]=3[C:20]([OH:22])=[O:21])=[CH:16][C:11]=2[O:10][CH2:9]1, predict the reactants needed to synthesize it. The reactants are: FC(F)(F)C(O)=O.[O:8]1[C:12]2[CH:13]=[CH:14][C:15]([NH:17][C:18]3[CH:30]=[C:29]([C:31]4[CH:36]=[CH:35][CH:34]=[C:33]([O:37]C(OC(C)(C)C)=O)[CH:32]=4)[CH:28]=[CH:27][C:19]=3[C:20]([O:22]C(C)(C)C)=[O:21])=[CH:16][C:11]=2[O:10][CH2:9]1.